The task is: Predict the reaction yield, written as a fraction of the theoretical maximum amount of product (1.0 means a 100% yield; for example, 0.34 means a 34% yield).. This data is from Reaction yield outcomes from USPTO patents with 853,638 reactions. (1) The reactants are [CH3:1][O:2][CH2:3][CH2:4][CH2:5][O:6][C:7]1[CH:12]=[CH:11][N:10]=[C:9]([CH2:13][S:14][C:15]2[NH:19][C:18]3[CH:20]=[CH:21][CH:22]=[CH:23][C:17]=3[N:16]=2)[C:8]=1[CH3:24].[OH-:25].[Na+].O. The catalyst is ClCCl. The product is [CH3:1][O:2][CH2:3][CH2:4][CH2:5][O:6][C:7]1[CH:12]=[CH:11][N:10]=[C:9]([CH2:13][S:14]([C:15]2[NH:16][C:17]3[CH:23]=[CH:22][CH:21]=[CH:20][C:18]=3[N:19]=2)=[O:25])[C:8]=1[CH3:24]. The yield is 0.554. (2) The reactants are [CH3:1][O:2][C:3](=[O:17])[C:4]([CH3:16])([CH3:15])[CH2:5][C:6]1[CH:11]=[C:10]([CH3:12])[C:9]([OH:13])=[CH:8][C:7]=1[CH3:14].[Br:18][CH2:19][CH2:20]Br.C(=O)([O-])[O-].[Cs+].[Cs+]. The catalyst is C(#N)C. The product is [CH3:1][O:2][C:3](=[O:17])[C:4]([CH3:15])([CH3:16])[CH2:5][C:6]1[CH:11]=[C:10]([CH3:12])[C:9]([O:13][CH2:20][CH2:19][Br:18])=[CH:8][C:7]=1[CH3:14]. The yield is 0.690. (3) The reactants are [CH3:1][C:2]([O:5][C:6]([N:8]1[CH2:12][CH2:11][C@@H:10]([CH2:13][C:14]([OH:16])=O)[CH2:9]1)=[O:7])([CH3:4])[CH3:3].C(O)C.O.[NH2:21][NH2:22]. The catalyst is C(OCC)C.CN(C)C1C=CN=CC=1. The product is [NH:21]([C:14](=[O:16])[CH2:13][C@@H:10]1[CH2:11][CH2:12][N:8]([C:6]([O:5][C:2]([CH3:4])([CH3:3])[CH3:1])=[O:7])[CH2:9]1)[NH2:22]. The yield is 0.880. (4) The reactants are [CH3:1][C:2]1[CH:3]=[C:4]([C@H:12]2[CH2:17][C@H:16]([C:18]3[O:22][NH:21][C:20](=[O:23])[CH:19]=3)[CH2:15][CH2:14][N:13]2C(OC)=O)[CH:5]=[CH:6][C:7]=1[C:8]([F:11])([F:10])[F:9].Br. No catalyst specified. The product is [CH3:1][C:2]1[CH:3]=[C:4]([C@H:12]2[CH2:17][C@H:16]([C:18]3[O:22][NH:21][C:20](=[O:23])[CH:19]=3)[CH2:15][CH2:14][NH:13]2)[CH:5]=[CH:6][C:7]=1[C:8]([F:9])([F:10])[F:11]. The yield is 0.640. (5) The reactants are [OH:1][C:2]1[CH:3]=[C:4]([CH:7]=[CH:8][CH:9]=1)[CH:5]=[O:6].[C:10](OC(=N)C(Cl)(Cl)Cl)([CH3:13])([CH3:12])[CH3:11].B(F)(F)F.CCOCC.C(=O)(O)[O-].[Na+]. The catalyst is C(Cl)Cl.C1CCCCC1.CCCCCC.C(OCC)(=O)C. The product is [C:10]([O:1][C:2]1[CH:3]=[C:4]([CH:7]=[CH:8][CH:9]=1)[CH:5]=[O:6])([CH3:13])([CH3:12])[CH3:11]. The yield is 0.320. (6) The reactants are [Br:1][C:2]1[CH:11]=[C:10]2[C:5]([CH:6]=[CH:7][N:8]=[C:9]2[OH:12])=[CH:4][CH:3]=1.[CH2:13](Br)[C:14]1[CH:19]=[CH:18][CH:17]=[CH:16][CH:15]=1. The catalyst is CN(C=O)C. The product is [CH2:13]([O:12][C:9]1[C:10]2[C:5](=[CH:4][CH:3]=[C:2]([Br:1])[CH:11]=2)[CH:6]=[CH:7][N:8]=1)[C:14]1[CH:19]=[CH:18][CH:17]=[CH:16][CH:15]=1. The yield is 0.910. (7) The reactants are [Cl:1][C:2]1[C:3]([O:32]C)=[C:4]2[C:9](=[CH:10][C:11]=1[CH3:12])[CH:8]([NH:13][C:14]1[CH:23]=[CH:22][CH:21]=[C:20]3[C:15]=1[CH:16]=[CH:17][NH:18][C:19]3=[O:24])[C:7]([OH:29])([C:25]([F:28])([F:27])[F:26])[CH2:6][C:5]2([CH3:31])[CH3:30].B(Br)(Br)Br.C(=O)(O)[O-].[Na+].C(OCC)(=O)C. The catalyst is ClCCl. The product is [Cl:1][C:2]1[C:3]([OH:32])=[C:4]2[C:9](=[CH:10][C:11]=1[CH3:12])[CH:8]([NH:13][C:14]1[CH:23]=[CH:22][CH:21]=[C:20]3[C:15]=1[CH:16]=[CH:17][NH:18][C:19]3=[O:24])[C:7]([OH:29])([C:25]([F:28])([F:26])[F:27])[CH2:6][C:5]2([CH3:30])[CH3:31]. The yield is 0.512.